This data is from NCI-60 drug combinations with 297,098 pairs across 59 cell lines. The task is: Regression. Given two drug SMILES strings and cell line genomic features, predict the synergy score measuring deviation from expected non-interaction effect. (1) Drug 1: CS(=O)(=O)C1=CC(=C(C=C1)C(=O)NC2=CC(=C(C=C2)Cl)C3=CC=CC=N3)Cl. Drug 2: C(CCl)NC(=O)N(CCCl)N=O. Cell line: SF-268. Synergy scores: CSS=15.3, Synergy_ZIP=3.46, Synergy_Bliss=3.30, Synergy_Loewe=-0.817, Synergy_HSA=-0.255. (2) Drug 1: CC=C1C(=O)NC(C(=O)OC2CC(=O)NC(C(=O)NC(CSSCCC=C2)C(=O)N1)C(C)C)C(C)C. Drug 2: C1CN(CCN1C(=O)CCBr)C(=O)CCBr. Cell line: PC-3. Synergy scores: CSS=58.2, Synergy_ZIP=-3.03, Synergy_Bliss=-0.532, Synergy_Loewe=-32.6, Synergy_HSA=-0.0280. (3) Drug 1: CC1=C2C(C(=O)C3(C(CC4C(C3C(C(C2(C)C)(CC1OC(=O)C(C(C5=CC=CC=C5)NC(=O)OC(C)(C)C)O)O)OC(=O)C6=CC=CC=C6)(CO4)OC(=O)C)O)C)O. Drug 2: B(C(CC(C)C)NC(=O)C(CC1=CC=CC=C1)NC(=O)C2=NC=CN=C2)(O)O. Cell line: SNB-19. Synergy scores: CSS=19.7, Synergy_ZIP=-3.09, Synergy_Bliss=-0.772, Synergy_Loewe=-12.8, Synergy_HSA=-2.43. (4) Drug 1: CCCCC(=O)OCC(=O)C1(CC(C2=C(C1)C(=C3C(=C2O)C(=O)C4=C(C3=O)C=CC=C4OC)O)OC5CC(C(C(O5)C)O)NC(=O)C(F)(F)F)O. Drug 2: CC1C(C(CC(O1)OC2CC(CC3=C2C(=C4C(=C3O)C(=O)C5=CC=CC=C5C4=O)O)(C(=O)C)O)N)O. Cell line: A498. Synergy scores: CSS=70.2, Synergy_ZIP=3.99, Synergy_Bliss=6.25, Synergy_Loewe=-3.41, Synergy_HSA=7.89. (5) Drug 1: C1=NC(=NC(=O)N1C2C(C(C(O2)CO)O)O)N. Drug 2: CC(C)NC(=O)C1=CC=C(C=C1)CNNC.Cl. Cell line: SNB-19. Synergy scores: CSS=15.1, Synergy_ZIP=-0.390, Synergy_Bliss=1.90, Synergy_Loewe=-20.9, Synergy_HSA=-0.719. (6) Drug 1: CN(CC1=CN=C2C(=N1)C(=NC(=N2)N)N)C3=CC=C(C=C3)C(=O)NC(CCC(=O)O)C(=O)O. Drug 2: C(CC(=O)O)C(=O)CN.Cl. Cell line: LOX IMVI. Synergy scores: CSS=64.4, Synergy_ZIP=3.26, Synergy_Bliss=0.703, Synergy_Loewe=-21.2, Synergy_HSA=0.0376.